Dataset: Peptide-MHC class II binding affinity with 134,281 pairs from IEDB. Task: Regression. Given a peptide amino acid sequence and an MHC pseudo amino acid sequence, predict their binding affinity value. This is MHC class II binding data. The MHC is DRB1_1501 with pseudo-sequence DRB1_1501. The peptide sequence is VPILLNNPNLFWAVK. The binding affinity (normalized) is 0.841.